This data is from Catalyst prediction with 721,799 reactions and 888 catalyst types from USPTO. The task is: Predict which catalyst facilitates the given reaction. (1) Reactant: [CH3:1][N:2]([CH3:50])[CH2:3][CH2:4][NH:5][C:6]1[CH:7]=[C:8]([C:13]2[CH:18]=[CH:17][N:16]=[C:15]3[NH:19][C:20]([C:22]4[C:30]5[C:25](=[N:26][CH:27]=[C:28]([C:31]6[CH:32]=[C:33]([NH:37][C:38](=[O:43])[CH2:39][CH2:40][CH2:41][CH3:42])[CH:34]=[N:35][CH:36]=6)[CH:29]=5)[N:24](C5CCCCO5)[N:23]=4)=[N:21][C:14]=23)[CH:9]=[C:10]([F:12])[CH:11]=1. Product: [CH3:50][N:2]([CH3:1])[CH2:3][CH2:4][NH:5][C:6]1[CH:7]=[C:8]([C:13]2[CH:18]=[CH:17][N:16]=[C:15]3[NH:19][C:20]([C:22]4[C:30]5[C:25](=[N:26][CH:27]=[C:28]([C:31]6[CH:32]=[C:33]([NH:37][C:38](=[O:43])[CH2:39][CH2:40][CH2:41][CH3:42])[CH:34]=[N:35][CH:36]=6)[CH:29]=5)[NH:24][N:23]=4)=[N:21][C:14]=23)[CH:9]=[C:10]([F:12])[CH:11]=1. The catalyst class is: 818. (2) Reactant: [C:1]([C:4]1[CH:5]=[N:6][N:7]([C:30]2[CH:37]=[CH:36][C:33]([C:34]#[N:35])=[CH:32][CH:31]=2)[C:8]=1[C:9]1[C:10](=[O:29])[N:11]([CH:26]([CH3:28])[CH3:27])[C:12](=[O:25])[N:13]([C:15]2[CH:20]=[CH:19][CH:18]=[C:17]([C:21]([F:24])([F:23])[F:22])[CH:16]=2)[CH:14]=1)(=[O:3])[CH3:2].[CH3:38][Mg]Cl.O.C(OCC)(=O)C. Product: [OH:3][C:1]([C:4]1[CH:5]=[N:6][N:7]([C:30]2[CH:37]=[CH:36][C:33]([C:34]#[N:35])=[CH:32][CH:31]=2)[C:8]=1[C:9]1[C:10](=[O:29])[N:11]([CH:26]([CH3:28])[CH3:27])[C:12](=[O:25])[N:13]([C:15]2[CH:20]=[CH:19][CH:18]=[C:17]([C:21]([F:22])([F:23])[F:24])[CH:16]=2)[CH:14]=1)([CH3:38])[CH3:2]. The catalyst class is: 7.